This data is from Full USPTO retrosynthesis dataset with 1.9M reactions from patents (1976-2016). The task is: Predict the reactants needed to synthesize the given product. (1) The reactants are: Br[C:2]1[CH:10]=[C:9]2[C:5]([C:6]([C:20]([O:22][CH3:23])=[O:21])=[CH:7][N:8]2[S:11]([C:14]2[CH:15]=[N:16][CH:17]=[CH:18][CH:19]=2)(=[O:13])=[O:12])=[CH:4][CH:3]=1.[CH3:24][O:25][C:26]1[CH:31]=[CH:30][C:29](B(O)O)=[CH:28][CH:27]=1.C(=O)([O-])[O-].[K+].[K+]. Given the product [CH3:24][O:25][C:26]1[CH:31]=[CH:30][C:29]([C:2]2[CH:10]=[C:9]3[C:5]([C:6]([C:20]([O:22][CH3:23])=[O:21])=[CH:7][N:8]3[S:11]([C:14]3[CH:15]=[N:16][CH:17]=[CH:18][CH:19]=3)(=[O:12])=[O:13])=[CH:4][CH:3]=2)=[CH:28][CH:27]=1, predict the reactants needed to synthesize it. (2) Given the product [F:26][C:23]([F:24])([F:25])[C:21]1[CH:20]=[CH:19][C:18]([O:27][CH2:28][C:29]2[CH:34]=[CH:33][C:32]([F:35])=[CH:31][C:30]=2[F:36])=[C:17]([C:12]2[N:11]([C:7]3[CH:6]=[C:5]([CH:10]=[CH:9][CH:8]=3)[C:4]([OH:37])=[O:3])[C:15]([CH3:16])=[CH:14][CH:13]=2)[CH:22]=1, predict the reactants needed to synthesize it. The reactants are: C([O:3][C:4](=[O:37])[C:5]1[CH:10]=[CH:9][CH:8]=[C:7]([N:11]2[C:15]([CH3:16])=[CH:14][CH:13]=[C:12]2[C:17]2[CH:22]=[C:21]([C:23]([F:26])([F:25])[F:24])[CH:20]=[CH:19][C:18]=2[O:27][CH2:28][C:29]2[CH:34]=[CH:33][C:32]([F:35])=[CH:31][C:30]=2[F:36])[CH:6]=1)C.[OH-].[Na+].CCO.